From a dataset of Forward reaction prediction with 1.9M reactions from USPTO patents (1976-2016). Predict the product of the given reaction. Given the reactants [CH2:1]([N:3]1[C:11]2[C:6](=[CH:7][CH:8]=[C:9]([O:12][CH3:13])[CH:10]=2)[C:5]([C:14]#[N:15])=[C:4]1[C:16]1[CH:21]=[CH:20][C:19]([O:22][CH2:23][CH2:24]O)=[CH:18][CH:17]=1)[CH3:2].C1C=CC(P(C2C=CC=CC=2)C2C=CC=CC=2)=CC=1.[Br:45]N1C(=O)CCC1=O, predict the reaction product. The product is: [Br:45][CH2:24][CH2:23][O:22][C:19]1[CH:20]=[CH:21][C:16]([C:4]2[N:3]([CH2:1][CH3:2])[C:11]3[C:6]([C:5]=2[C:14]#[N:15])=[CH:7][CH:8]=[C:9]([O:12][CH3:13])[CH:10]=3)=[CH:17][CH:18]=1.